From a dataset of Catalyst prediction with 721,799 reactions and 888 catalyst types from USPTO. Predict which catalyst facilitates the given reaction. (1) Reactant: [Cl:1][C:2]1[C:3]([NH:30][C:31]2[C:40]([F:41])=[CH:39][CH:38]=[CH:37][C:32]=2[C:33]([NH:35][CH3:36])=[O:34])=[N:4][C:5]([NH:8][C:9]2[CH:29]=[CH:28][C:12]3[C:13]([CH3:27])([CH3:26])[CH2:14][CH:15]([NH:19]C(=O)C(F)(F)F)[C:16](=[O:18])[NH:17][C:11]=3[CH:10]=2)=[N:6][CH:7]=1.[NH4+].[OH-].C1COCC1.[OH-].[Na+]. Product: [NH2:19][CH:15]1[CH2:14][C:13]([CH3:26])([CH3:27])[C:12]2[CH:28]=[CH:29][C:9]([NH:8][C:5]3[N:4]=[C:3]([NH:30][C:31]4[C:40]([F:41])=[CH:39][CH:38]=[CH:37][C:32]=4[C:33]([NH:35][CH3:36])=[O:34])[C:2]([Cl:1])=[CH:7][N:6]=3)=[CH:10][C:11]=2[NH:17][C:16]1=[O:18]. The catalyst class is: 5. (2) Reactant: C([O:3][C:4]([C:6]1([CH3:27])[CH2:11][CH2:10][CH2:9][N:8]([CH2:12][C:13]2[CH:18]=[CH:17][CH:16]=[C:15]([O:19][C:20]3[CH:25]=[CH:24][CH:23]=[CH:22][CH:21]=3)[CH:14]=2)[C:7]1=[O:26])=[O:5])C.CO.O.O.[OH-].[Li+]. Product: [CH3:27][C:6]1([C:4]([OH:5])=[O:3])[CH2:11][CH2:10][CH2:9][N:8]([CH2:12][C:13]2[CH:18]=[CH:17][CH:16]=[C:15]([O:19][C:20]3[CH:21]=[CH:22][CH:23]=[CH:24][CH:25]=3)[CH:14]=2)[C:7]1=[O:26]. The catalyst class is: 7.